Dataset: Reaction yield outcomes from USPTO patents with 853,638 reactions. Task: Predict the reaction yield, written as a fraction of the theoretical maximum amount of product (1.0 means a 100% yield; for example, 0.34 means a 34% yield). The reactants are CC1(C)[O:7][CH2:6][C:5]([NH:25]C(=O)OC(C)(C)C)([C:8]2[O:9][C:10]3[CH:16]=[CH:15][C:14]([CH2:17][CH2:18][CH2:19][CH2:20][CH2:21][CH2:22][CH2:23][CH3:24])=[CH:13][C:11]=3[CH:12]=2)[CH2:4][O:3]1.ClC1C=C(C2ON=C(C3C=CC4OC(C5(NC(=O)OC(C)(C)C)COC(C)(C)OC5)=CC=4C=3)N=2)C=CC=1OCCC. No catalyst specified. The product is [NH2:25][C:5]([C:8]1[O:9][C:10]2[CH:16]=[CH:15][C:14]([CH2:17][CH2:18][CH2:19][CH2:20][CH2:21][CH2:22][CH2:23][CH3:24])=[CH:13][C:11]=2[CH:12]=1)([CH2:6][OH:7])[CH2:4][OH:3]. The yield is 0.510.